From a dataset of Catalyst prediction with 721,799 reactions and 888 catalyst types from USPTO. Predict which catalyst facilitates the given reaction. (1) Reactant: [C:1]([N:3]=[C:4]1[N:19]([CH3:20])[C:7]2[CH:8]=[N:9][C:10]3[CH:11]=[CH:12][C:13](B(O)O)=[CH:14][C:15]=3[C:6]=2[N:5]1[C:21]1[CH:26]=[CH:25][C:24]([C:27]([C:30]#[N:31])([CH3:29])[CH3:28])=[CH:23][CH:22]=1)#[N:2].Br[C:33]1[CH:34]=[C:35]([NH:41][S:42]([C:45]2[CH:50]=[CH:49][CH:48]=[CH:47][CH:46]=2)(=[O:44])=[O:43])[C:36]([O:39][CH3:40])=[N:37][CH:38]=1.C(=O)([O-])[O-].[Na+].[Na+]. Product: [C:1]([N:3]=[C:4]1[N:19]([CH3:20])[C:7]2[CH:8]=[N:9][C:10]3[CH:11]=[CH:12][C:13]([C:33]4[CH:34]=[C:35]([NH:41][S:42]([C:45]5[CH:50]=[CH:49][CH:48]=[CH:47][CH:46]=5)(=[O:44])=[O:43])[C:36]([O:39][CH3:40])=[N:37][CH:38]=4)=[CH:14][C:15]=3[C:6]=2[N:5]1[C:21]1[CH:26]=[CH:25][C:24]([C:27]([C:30]#[N:31])([CH3:29])[CH3:28])=[CH:23][CH:22]=1)#[N:2]. The catalyst class is: 3. (2) Reactant: [C:1]([O:5][C:6]([N:8]1[CH2:13][CH2:12][N:11]([N:14]=O)[CH2:10][CH2:9]1)=[O:7])([CH3:4])([CH3:3])[CH3:2].[H-].[H-].[H-].[H-].[Li+].[Al+3]. Product: [C:1]([O:5][C:6]([N:8]1[CH2:13][CH2:12][N:11]([NH2:14])[CH2:10][CH2:9]1)=[O:7])([CH3:4])([CH3:2])[CH3:3]. The catalyst class is: 1. (3) Reactant: [C:1]([O:5][C:6]([N:8]1[CH2:13][CH2:12][N:11]([C:14]([C:17]#[N:18])([CH3:16])[CH3:15])[CH2:10][CH2:9]1)=[O:7])([CH3:4])([CH3:3])[CH3:2].C([O-])([O-])=[O:20].[K+].[K+].OO.O. Product: [C:1]([O:5][C:6]([N:8]1[CH2:9][CH2:10][N:11]([C:14]([C:17](=[O:20])[NH2:18])([CH3:16])[CH3:15])[CH2:12][CH2:13]1)=[O:7])([CH3:4])([CH3:2])[CH3:3]. The catalyst class is: 16. (4) Reactant: [S:1]1[CH2:6][CH2:5][N:4]([CH2:7][C:8]2[CH:13]=[CH:12][C:11]([C:14]3[CH:19]=[CH:18][C:17]([CH2:20][CH2:21][C:22]([C:24]4[O:25][C:26]([C:29]5[N:34]=[C:33]([C:35]([O:37]C)=[O:36])[CH:32]=[CH:31][CH:30]=5)=[CH:27][N:28]=4)=[O:23])=[CH:16][CH:15]=3)=[CH:10][CH:9]=2)[CH2:3][CH2:2]1.[Li+].[OH-].Cl. Product: [S:1]1[CH2:6][CH2:5][N:4]([CH2:7][C:8]2[CH:9]=[CH:10][C:11]([C:14]3[CH:19]=[CH:18][C:17]([CH2:20][CH2:21][C:22]([C:24]4[O:25][C:26]([C:29]5[N:34]=[C:33]([C:35]([OH:37])=[O:36])[CH:32]=[CH:31][CH:30]=5)=[CH:27][N:28]=4)=[O:23])=[CH:16][CH:15]=3)=[CH:12][CH:13]=2)[CH2:3][CH2:2]1. The catalyst class is: 569. (5) Reactant: [Br:1][C:2]1[CH:7]=[CH:6][C:5]([N:8]2[C:12](C(O)=O)=[C:11]([CH2:16][CH3:17])[N:10]=[N:9]2)=[CH:4][CH:3]=1.C([N:20]([CH2:23]C)CC)C.C1(P(N=[N+]=[N-])(C2C=CC=CC=2)=[O:32])C=CC=CC=1.[C:42]1([C@H:48]([OH:50])[CH3:49])[CH:47]=[CH:46][CH:45]=[CH:44][CH:43]=1. Product: [C:42]1([C@H:48]([O:50][C:23](=[O:32])[NH:20][C:12]2[N:8]([C:5]3[CH:4]=[CH:3][C:2]([Br:1])=[CH:7][CH:6]=3)[N:9]=[N:10][C:11]=2[CH2:16][CH3:17])[CH3:49])[CH:47]=[CH:46][CH:45]=[CH:44][CH:43]=1. The catalyst class is: 11.